This data is from Full USPTO retrosynthesis dataset with 1.9M reactions from patents (1976-2016). The task is: Predict the reactants needed to synthesize the given product. (1) The reactants are: [CH:1]1[C:6]([NH2:7])=[CH:5][CH:4]=[C:3]([NH:8][C:9]2[CH:14]=[CH:13][C:12]([NH2:15])=[CH:11][CH:10]=2)[CH:2]=1.[C:16]([C:19]1[CH:27]=[CH:26][C:22]([C:23](O)=[O:24])=[CH:21][CH:20]=1)(=[O:18])[NH2:17]. Given the product [NH:8]([C:3]1[CH:2]=[CH:1][C:6]([NH:7][C:23](=[O:24])[C:22]2[CH:26]=[CH:27][C:19]([C:16]([NH2:17])=[O:18])=[CH:20][CH:21]=2)=[CH:5][CH:4]=1)[C:9]1[CH:14]=[CH:13][C:12]([NH:15][C:23](=[O:24])[C:22]2[CH:26]=[CH:27][C:19]([C:16]([NH2:17])=[O:18])=[CH:20][CH:21]=2)=[CH:11][CH:10]=1, predict the reactants needed to synthesize it. (2) Given the product [F:1][C:2]1[CH:7]=[C:6]([F:8])[CH:5]=[CH:4][C:3]=1[N:9]1[C:13]([C:14]2[S:23][C:22]3[C:21]4[N:24]=[C:25]([C:28]5[CH:29]=[N:30][C:31]([N:35]6[CH2:39][CH2:38][CH2:37][CH2:36]6)=[CH:32][CH:33]=5)[CH:26]=[CH:27][C:20]=4[O:19][CH2:18][CH2:17][C:16]=3[CH:15]=2)=[N:12][CH:11]=[N:10]1, predict the reactants needed to synthesize it. The reactants are: [F:1][C:2]1[CH:7]=[C:6]([F:8])[CH:5]=[CH:4][C:3]=1[N:9]1[C:13]([C:14]2[S:23][C:22]3[C:21]4[N:24]=[C:25]([C:28]5[CH:29]=[N:30][C:31](F)=[CH:32][CH:33]=5)[CH:26]=[CH:27][C:20]=4[O:19][CH2:18][CH2:17][C:16]=3[CH:15]=2)=[N:12][CH:11]=[N:10]1.[NH:35]1[CH2:39][CH2:38][CH2:37][CH2:36]1.